This data is from Full USPTO retrosynthesis dataset with 1.9M reactions from patents (1976-2016). The task is: Predict the reactants needed to synthesize the given product. Given the product [CH:1]([CH:4]1[N:9]([C:10]2[N:15]=[C:14]([C:16]([F:19])([F:18])[F:17])[C:13]([C:20]([OH:22])=[O:21])=[CH:12][N:11]=2)[CH2:8][CH2:7][N:6]2[C:25]3[CH:31]=[C:30]([S:32]([CH3:35])(=[O:33])=[O:34])[CH:29]=[CH:28][C:26]=3[N:27]=[C:5]12)([CH3:3])[CH3:2], predict the reactants needed to synthesize it. The reactants are: [CH:1]([CH:4]1[N:9]([C:10]2[N:15]=[C:14]([C:16]([F:19])([F:18])[F:17])[C:13]([C:20]([O:22]CC)=[O:21])=[CH:12][N:11]=2)[CH2:8][CH2:7][N:6]2[C:25]3[CH:31]=[C:30]([S:32]([CH3:35])(=[O:34])=[O:33])[CH:29]=[CH:28][C:26]=3[N:27]=[C:5]12)([CH3:3])[CH3:2].[OH-].[Na+].Cl.